This data is from Reaction yield outcomes from USPTO patents with 853,638 reactions. The task is: Predict the reaction yield, written as a fraction of the theoretical maximum amount of product (1.0 means a 100% yield; for example, 0.34 means a 34% yield). (1) The reactants are [CH2:1]([N:8]1[CH2:13][CH2:12][C:11]([NH:16][C:17]2[CH:22]=[CH:21][CH:20]=[CH:19][CH:18]=2)([C:14]#[N:15])[CH2:10][CH2:9]1)[C:2]1[CH:7]=[CH:6][CH:5]=[CH:4][CH:3]=1.S(=O)(=O)(O)[OH:24].[OH-].[Na+]. The catalyst is O. The product is [CH2:1]([N:8]1[CH2:9][CH2:10][C:11]([NH:16][C:17]2[CH:22]=[CH:21][CH:20]=[CH:19][CH:18]=2)([C:14]([NH2:15])=[O:24])[CH2:12][CH2:13]1)[C:2]1[CH:3]=[CH:4][CH:5]=[CH:6][CH:7]=1. The yield is 0.780. (2) The catalyst is C1COCC1.O. The product is [C:1]1([CH2:11][CH:12]2[S:16][C:15](=[O:17])[NH:14][C:13]2=[O:18])[C:10]2[C:5](=[CH:6][CH:7]=[CH:8][CH:9]=2)[CH:4]=[CH:3][CH:2]=1. The yield is 0.750. The reactants are [C:1]1([CH:11]=[C:12]2[S:16][C:15](=[O:17])[NH:14][C:13]2=[O:18])[C:10]2[C:5](=[CH:6][CH:7]=[CH:8][CH:9]=2)[CH:4]=[CH:3][CH:2]=1.N1C=CC=CC=1.[BH4-].[Li+].Cl. (3) The reactants are C([N:8]1[CH2:14][CH:13]2[CH:15]([N:16]3[CH:20]=[N:19][N:18]=[N:17]3)[CH:10]([CH2:11][CH2:12]2)[CH2:9]1)C1C=CC=CC=1.[H][H]. The catalyst is CO.[Pd]. The product is [N:16]1([CH:15]2[CH:13]3[CH2:12][CH2:11][CH:10]2[CH2:9][NH:8][CH2:14]3)[CH:20]=[N:19][N:18]=[N:17]1. The yield is 0.910.